From a dataset of Reaction yield outcomes from USPTO patents with 853,638 reactions. Predict the reaction yield, written as a fraction of the theoretical maximum amount of product (1.0 means a 100% yield; for example, 0.34 means a 34% yield). (1) The reactants are [CH:1]([N:5]1[C:13]2[C:8](=[C:9]([C:33](=[O:45])[NH:34][CH2:35][C:36]3[C:41](=[O:42])[CH:40]=[C:39]([CH3:43])[NH:38][C:37]=3[CH3:44])[CH:10]=[C:11]([C:14]3[CH:15]=[CH:16][C:17]([N:20]4[CH2:25][CH2:24][N:23](C(OC(C)(C)C)=O)[CH2:22][CH2:21]4)=[N:18][CH:19]=3)[CH:12]=2)[C:7]([CH3:46])=[CH:6]1)([CH2:3][CH3:4])[CH3:2].C(=O)(O)[O-].[Na+]. The catalyst is Cl. The product is [CH:1]([N:5]1[C:13]2[CH:12]=[C:11]([C:14]3[CH:19]=[N:18][C:17]([N:20]4[CH2:25][CH2:24][NH:23][CH2:22][CH2:21]4)=[CH:16][CH:15]=3)[CH:10]=[C:9]([C:33]([NH:34][CH2:35][C:36]3[C:41](=[O:42])[CH:40]=[C:39]([CH3:43])[NH:38][C:37]=3[CH3:44])=[O:45])[C:8]=2[C:7]([CH3:46])=[CH:6]1)([CH2:3][CH3:4])[CH3:2]. The yield is 0.210. (2) The reactants are C(O)(=O)C.[CH2:5]([NH:12][C:13]1[CH:18]=[CH:17][C:16](/[CH:19]=[CH:20]/[N+:21]([O-:23])=[O:22])=[CH:15][CH:14]=1)[C:6]1[CH:11]=[CH:10][CH:9]=[CH:8][CH:7]=1.[BH4-].[Na+]. The catalyst is CS(C)=O. The product is [CH2:5]([NH:12][C:13]1[CH:18]=[CH:17][C:16]([CH2:19][CH2:20][N+:21]([O-:23])=[O:22])=[CH:15][CH:14]=1)[C:6]1[CH:7]=[CH:8][CH:9]=[CH:10][CH:11]=1. The yield is 0.480. (3) The reactants are [CH3:1][O:2][CH2:3][O:4][CH2:5][C:6]([C:8]1[CH:13]=[CH:12][CH:11]=[CH:10][CH:9]=1)=O.[F:14][C:15]1[CH:24]=[CH:23][C:22]([F:25])=[CH:21][C:16]=1[C:17](=[S:20])[NH:18][NH2:19]. The catalyst is C(O)C.ClCCl. The product is [F:14][C:15]1[CH:24]=[CH:23][C:22]([F:25])=[CH:21][C:16]=1[C:17]1[S:20][C:6]([CH2:5][O:4][CH2:3][O:2][CH3:1])([C:8]2[CH:13]=[CH:12][CH:11]=[CH:10][CH:9]=2)[NH:19][N:18]=1. The yield is 0.630. (4) The reactants are [Li]CCCC.[C:6](#[N:8])[CH3:7].[CH3:9][C:10]([C:12]1[CH:17]=[CH:16][CH:15]=[C:14]([Cl:18])[CH:13]=1)=[O:11]. The catalyst is C1COCC1. The product is [Cl:18][C:14]1[CH:13]=[C:12]([C:10]([OH:11])([CH3:9])[CH2:7][C:6]#[N:8])[CH:17]=[CH:16][CH:15]=1. The yield is 1.00. (5) The reactants are [F:1][C:2]1[CH:3]=[C:4]([CH:10]=[CH:11][CH:12]=1)[O:5][CH2:6][C:7]([OH:9])=O.CCN(C(C)C)C(C)C.[NH2:22][CH2:23][CH:24]([OH:36])[CH2:25][N:26]1[CH2:35][CH2:34][C:33]2[C:28](=[CH:29][CH:30]=[CH:31][CH:32]=2)[CH2:27]1.C1N(P(Cl)(N2C(=O)OCC2)=O)C(=O)OC1. The catalyst is C(Cl)Cl. The product is [CH2:27]1[C:28]2[C:33](=[CH:32][CH:31]=[CH:30][CH:29]=2)[CH2:34][CH2:35][N:26]1[CH2:25][CH:24]([OH:36])[CH2:23][NH:22][C:7](=[O:9])[CH2:6][O:5][C:4]1[CH:10]=[CH:11][CH:12]=[C:2]([F:1])[CH:3]=1. The yield is 0.0560. (6) The reactants are [Cl:1][C:2]1[N:7]=[C:6]([NH2:8])[CH:5]=[C:4](Cl)[N:3]=1.[Cl:10][C:11]1[CH:12]=[CH:13][C:14]([O:20][CH3:21])=[C:15](B(O)O)[CH:16]=1.C1(P(C2C=CC=CC=2)C2C=CC=CC=2)C=CC=CC=1.C(=O)([O-])[O-].[Na+].[Na+].Cl. The catalyst is O.C(O)C.O1CCOCC1.C([O-])(=O)C.[Pd+2].C([O-])(=O)C.C(Cl)(Cl)Cl.CC(C)=O.C(COC)OC. The product is [Cl:1][C:2]1[N:7]=[C:6]([NH2:8])[CH:5]=[C:4]([C:13]2[CH:12]=[C:11]([Cl:10])[CH:16]=[CH:15][C:14]=2[O:20][CH3:21])[N:3]=1. The yield is 0.140. (7) The reactants are C1(P(C2CCCCC2)C2(CCC)CC(CCC)=CC(CCC)=C2C2C=CC=CC=2)CCCCC1.[CH3:35][C:36]1[CH:40]=[C:39]([NH2:41])[N:38]([C:42]2[CH:47]=[C:46]([S:48][CH3:49])[N:45]=[C:44]([CH3:50])[N:43]=2)[N:37]=1.Br[C:52]1[CH:53]=[CH:54][C:55]([O:58][CH3:59])=[N:56][CH:57]=1.C(=O)([O-])[O-].[Cs+].[Cs+]. The catalyst is [Pd].[Pd].C(=CC(C=CC1C=CC=CC=1)=O)C1C=CC=CC=1.C(=CC(C=CC1C=CC=CC=1)=O)C1C=CC=CC=1.C(=CC(C=CC1C=CC=CC=1)=O)C1C=CC=CC=1.O.C(O)(C)(C)C. The product is [CH3:59][O:58][C:55]1[N:56]=[CH:57][C:52]([NH:41][C:39]2[N:38]([C:42]3[CH:47]=[C:46]([S:48][CH3:49])[N:45]=[C:44]([CH3:50])[N:43]=3)[N:37]=[C:36]([CH3:35])[CH:40]=2)=[CH:53][CH:54]=1. The yield is 0.550. (8) The reactants are [N:1]([CH2:4][C:5]1[CH:14]=[C:13]2[C:8]([CH:9]=[C:10]([C:19]([O:21][CH2:22][CH3:23])=[O:20])[CH:11]([C:15]([F:18])([F:17])[F:16])[O:12]2)=[CH:7][C:6]=1[Cl:24])=[N+]=[N-]. The catalyst is CCO.[Pd]. The product is [NH2:1][CH2:4][C:5]1[CH:14]=[C:13]2[C:8]([CH:9]=[C:10]([C:19]([O:21][CH2:22][CH3:23])=[O:20])[CH:11]([C:15]([F:17])([F:18])[F:16])[O:12]2)=[CH:7][C:6]=1[Cl:24]. The yield is 1.00.